This data is from Full USPTO retrosynthesis dataset with 1.9M reactions from patents (1976-2016). The task is: Predict the reactants needed to synthesize the given product. (1) Given the product [Cl:3][C:4]1[N:9]=[CH:8][C:7]([CH:10]([OH:12])[CH3:11])=[CH:6][CH:5]=1, predict the reactants needed to synthesize it. The reactants are: [BH4-].[Na+].[Cl:3][C:4]1[N:9]=[CH:8][C:7]([C:10](=[O:12])[CH3:11])=[CH:6][CH:5]=1.C([O-])(O)=O.[Na+]. (2) Given the product [F:34][C:33]1[CH:32]=[CH:31][CH:30]=[C:29]([F:35])[C:28]=1/[CH:27]=[CH:26]/[C:23]1[O:24][CH:25]=[C:21]([CH2:20][O:16][C:13]2[CH:12]=[CH:11][C:10]([CH2:9][CH2:8][CH2:7][CH2:6][N:1]3[CH:5]=[CH:4][N:3]=[N:2]3)=[CH:15][CH:14]=2)[N:22]=1, predict the reactants needed to synthesize it. The reactants are: [N:1]1([CH2:6][CH2:7][CH2:8][CH2:9][C:10]2[CH:15]=[CH:14][C:13]([OH:16])=[CH:12][CH:11]=2)[CH:5]=[CH:4][N:3]=[N:2]1.[H-].[Na+].Cl[CH2:20][C:21]1[N:22]=[C:23](/[CH:26]=[CH:27]/[C:28]2[C:33]([F:34])=[CH:32][CH:31]=[CH:30][C:29]=2[F:35])[O:24][CH:25]=1.O. (3) Given the product [NH2:14][C:9]1[CH:10]=[C:11]2[C:6](=[CH:7][CH:8]=1)[N:5]([CH2:17][CH2:18][O:19][CH3:20])[C:4](=[O:21])[N:3]([CH2:1][CH3:2])[C:12]2=[O:13], predict the reactants needed to synthesize it. The reactants are: [CH2:1]([N:3]1[C:12](=[O:13])[C:11]2[C:6](=[CH:7][CH:8]=[C:9]([N+:14]([O-])=O)[CH:10]=2)[N:5]([CH2:17][CH2:18][O:19][CH3:20])[C:4]1=[O:21])[CH3:2].[H][H]. (4) Given the product [CH3:33][O:34][C:35]1[CH:36]=[C:37]([NH:41][C:42]([N:14]2[CH2:15][CH2:16][CH2:17][CH:12]([C:6]3([CH2:18][C:19]4[CH:24]=[CH:23][CH:22]=[C:21]([Cl:25])[CH:20]=4)[C:5]4[C:9](=[CH:10][C:2]([Cl:1])=[CH:3][CH:4]=4)[NH:8][C:7]3=[O:11])[CH2:13]2)=[O:43])[CH:38]=[CH:39][CH:40]=1, predict the reactants needed to synthesize it. The reactants are: [Cl:1][C:2]1[CH:10]=[C:9]2[C:5]([C:6]([CH2:18][C:19]3[CH:24]=[CH:23][CH:22]=[C:21]([Cl:25])[CH:20]=3)([CH:12]3[CH2:17][CH2:16][CH2:15][NH:14][CH2:13]3)[C:7](=[O:11])[NH:8]2)=[CH:4][CH:3]=1.C(N(CC)CC)C.[CH3:33][O:34][C:35]1[CH:36]=[C:37]([N:41]=[C:42]=[O:43])[CH:38]=[CH:39][CH:40]=1. (5) Given the product [Br:1][C:2]1[CH:3]=[C:4]([C:9]([F:12])([F:10])[F:11])[C:5](=[O:8])[N:6]([CH2:20][CH3:21])[CH:7]=1, predict the reactants needed to synthesize it. The reactants are: [Br:1][C:2]1[CH:3]=[C:4]([C:9]([F:12])([F:11])[F:10])[C:5]([OH:8])=[N:6][CH:7]=1.C(=O)([O-])[O-].[K+].[K+].I[CH2:20][CH3:21].